From a dataset of NCI-60 drug combinations with 297,098 pairs across 59 cell lines. Regression. Given two drug SMILES strings and cell line genomic features, predict the synergy score measuring deviation from expected non-interaction effect. (1) Drug 1: C1=NC2=C(N1)C(=S)N=C(N2)N. Drug 2: C1CN1P(=S)(N2CC2)N3CC3. Cell line: SK-MEL-2. Synergy scores: CSS=22.0, Synergy_ZIP=-7.35, Synergy_Bliss=-4.68, Synergy_Loewe=-10.4, Synergy_HSA=-5.48. (2) Drug 1: C1=CC(=C2C(=C1NCCNCCO)C(=O)C3=C(C=CC(=C3C2=O)O)O)NCCNCCO. Drug 2: CC(C)NC(=O)C1=CC=C(C=C1)CNNC.Cl. Cell line: A549. Synergy scores: CSS=44.3, Synergy_ZIP=2.83, Synergy_Bliss=1.15, Synergy_Loewe=-34.5, Synergy_HSA=-0.901. (3) Drug 1: C1=NC2=C(N1)C(=S)N=C(N2)N. Drug 2: C(=O)(N)NO. Cell line: MOLT-4. Synergy scores: CSS=56.9, Synergy_ZIP=1.50, Synergy_Bliss=0.774, Synergy_Loewe=-12.5, Synergy_HSA=1.53. (4) Drug 1: C1CCC(CC1)NC(=O)N(CCCl)N=O. Drug 2: C1=C(C(=O)NC(=O)N1)N(CCCl)CCCl. Cell line: MCF7. Synergy scores: CSS=20.1, Synergy_ZIP=-8.34, Synergy_Bliss=-5.91, Synergy_Loewe=-8.77, Synergy_HSA=-4.04. (5) Drug 1: C1=CC(=CC=C1CCC2=CNC3=C2C(=O)NC(=N3)N)C(=O)NC(CCC(=O)O)C(=O)O. Drug 2: CC1=CC2C(CCC3(C2CCC3(C(=O)C)OC(=O)C)C)C4(C1=CC(=O)CC4)C. Cell line: MOLT-4. Synergy scores: CSS=73.9, Synergy_ZIP=2.53, Synergy_Bliss=2.99, Synergy_Loewe=-20.7, Synergy_HSA=3.24. (6) Drug 1: CC1=C2C(C(=O)C3(C(CC4C(C3C(C(C2(C)C)(CC1OC(=O)C(C(C5=CC=CC=C5)NC(=O)OC(C)(C)C)O)O)OC(=O)C6=CC=CC=C6)(CO4)OC(=O)C)OC)C)OC. Drug 2: C1CCN(CC1)CCOC2=CC=C(C=C2)C(=O)C3=C(SC4=C3C=CC(=C4)O)C5=CC=C(C=C5)O. Cell line: UACC62. Synergy scores: CSS=39.1, Synergy_ZIP=3.97, Synergy_Bliss=5.44, Synergy_Loewe=-26.4, Synergy_HSA=4.94. (7) Drug 1: CCC1(CC2CC(C3=C(CCN(C2)C1)C4=CC=CC=C4N3)(C5=C(C=C6C(=C5)C78CCN9C7C(C=CC9)(C(C(C8N6C=O)(C(=O)OC)O)OC(=O)C)CC)OC)C(=O)OC)O.OS(=O)(=O)O. Drug 2: CC12CCC3C(C1CCC2O)C(CC4=C3C=CC(=C4)O)CCCCCCCCCS(=O)CCCC(C(F)(F)F)(F)F. Cell line: NCI-H226. Synergy scores: CSS=8.86, Synergy_ZIP=19.6, Synergy_Bliss=19.0, Synergy_Loewe=16.0, Synergy_HSA=15.5. (8) Drug 1: C1=CN(C(=O)N=C1N)C2C(C(C(O2)CO)O)O.Cl. Drug 2: CC1C(C(CC(O1)OC2CC(OC(C2O)C)OC3=CC4=CC5=C(C(=O)C(C(C5)C(C(=O)C(C(C)O)O)OC)OC6CC(C(C(O6)C)O)OC7CC(C(C(O7)C)O)OC8CC(C(C(O8)C)O)(C)O)C(=C4C(=C3C)O)O)O)O. Cell line: UACC62. Synergy scores: CSS=40.1, Synergy_ZIP=-5.80, Synergy_Bliss=-1.67, Synergy_Loewe=-3.04, Synergy_HSA=-1.64. (9) Drug 1: C1=CN(C=N1)CC(O)(P(=O)(O)O)P(=O)(O)O. Drug 2: CCC1(C2=C(COC1=O)C(=O)N3CC4=CC5=C(C=CC(=C5CN(C)C)O)N=C4C3=C2)O.Cl. Cell line: ACHN. Synergy scores: CSS=5.81, Synergy_ZIP=11.0, Synergy_Bliss=14.7, Synergy_Loewe=-28.3, Synergy_HSA=0.103.